This data is from Peptide-MHC class II binding affinity with 134,281 pairs from IEDB. The task is: Regression. Given a peptide amino acid sequence and an MHC pseudo amino acid sequence, predict their binding affinity value. This is MHC class II binding data. (1) The peptide sequence is ELYYAIYKASPTLAF. The binding affinity (normalized) is 0.273. The MHC is HLA-DQA10401-DQB10402 with pseudo-sequence HLA-DQA10401-DQB10402. (2) The peptide sequence is DSVTPMILKAQKGGNL. The MHC is DRB1_0401 with pseudo-sequence DRB1_0401. The binding affinity (normalized) is 0.233. (3) The peptide sequence is TSVGKGIHTVFGSAF. The MHC is HLA-DQA10501-DQB10402 with pseudo-sequence HLA-DQA10501-DQB10402. The binding affinity (normalized) is 0.619. (4) The peptide sequence is SVLLTLVALAG. The MHC is HLA-DQA10501-DQB10201 with pseudo-sequence HLA-DQA10501-DQB10201. The binding affinity (normalized) is 0.478. (5) The peptide sequence is AEAVKKFGYELEALA. The MHC is DRB1_0101 with pseudo-sequence DRB1_0101. The binding affinity (normalized) is 0.233. (6) The peptide sequence is EKKYFAAAQFEPLAA. The MHC is HLA-DPA10103-DPB10601 with pseudo-sequence HLA-DPA10103-DPB10601. The binding affinity (normalized) is 0.872. (7) The peptide sequence is TFGDLRLVLRTKIMS. The MHC is DRB1_0101 with pseudo-sequence DRB1_0101. The binding affinity (normalized) is 0.905. (8) The peptide sequence is KTHESHLVRSWVTAG. The MHC is DRB1_0901 with pseudo-sequence DRB1_0901. The binding affinity (normalized) is 0.541. (9) The peptide sequence is LSFAAALNGLAGPLH. The MHC is HLA-DQA10501-DQB10301 with pseudo-sequence HLA-DQA10501-DQB10301. The binding affinity (normalized) is 0.270.